From a dataset of Catalyst prediction with 721,799 reactions and 888 catalyst types from USPTO. Predict which catalyst facilitates the given reaction. (1) Reactant: [H-].[Na+].[CH2:3]1[CH2:7]O[CH2:5][CH2:4]1.[O:8]=[C:9]1[CH:15]([NH:16][C:17](=[O:23])[O:18][C:19]([CH3:22])([CH3:21])[CH3:20])[CH2:14][S:13][CH2:12][CH2:11][NH:10]1.[CH2:24](Br)[CH:25]=[CH2:26]. Product: [CH2:26]([N:10]1[C:11]2[CH:5]=[CH:4][CH:3]=[CH:7][C:12]=2[S:13][CH2:14][CH:15]([NH:16][C:17](=[O:23])[O:18][C:19]([CH3:20])([CH3:22])[CH3:21])[C:9]1=[O:8])[CH:25]=[CH2:24]. The catalyst class is: 238. (2) The catalyst class is: 11. Product: [CH2:2]=[CH:1][C:3]1[CH:12]=[CH:11][C:10]2[C:5](=[CH:6][CH:7]=[CH:8][CH:9]=2)[CH:4]=1. Reactant: [CH:1]([C:3]1[CH:12]=[CH:11][C:10]2[C:5](=[CH:6][CH:7]=[CH:8][CH:9]=2)[CH:4]=1)=[CH2:2].[CH:1]([C:3]1[CH:12]=[CH:11][C:10]2[C:5](=[CH:6][CH:7]=[CH:8][CH:9]=2)[CH:4]=1)=[CH2:2].CC(N=NC(C#N)(C)C)(C#N)C. (3) Reactant: COC[O:4][C:5]1[CH:10]=[C:9]([O:11]COC)[CH:8]=[CH:7][C:6]=1[C:15]1[CH2:20][CH2:19][CH2:18][C:17](=[N:21][OH:22])[CH:16]=1. Product: [OH:4][C:5]1[CH:10]=[C:9]([OH:11])[CH:8]=[CH:7][C:6]=1[C:15]1[CH2:20][CH2:19][CH2:18][C:17](=[N:21][OH:22])[CH:16]=1. The catalyst class is: 5.